This data is from Peptide-MHC class II binding affinity with 134,281 pairs from IEDB. The task is: Regression. Given a peptide amino acid sequence and an MHC pseudo amino acid sequence, predict their binding affinity value. This is MHC class II binding data. (1) The peptide sequence is YTKKEAFNVENGNAT. The MHC is HLA-DQA10401-DQB10402 with pseudo-sequence HLA-DQA10401-DQB10402. The binding affinity (normalized) is 0.0694. (2) The peptide sequence is CDGRGKSTRSTTDSG. The binding affinity (normalized) is 0. The MHC is DRB3_0101 with pseudo-sequence DRB3_0101. (3) The peptide sequence is VFIPNYNVSVAEVLI. The MHC is DRB1_1201 with pseudo-sequence DRB1_1201. The binding affinity (normalized) is 0.0968. (4) The peptide sequence is GPVFTFLAYLVLDPL. The MHC is DRB5_0101 with pseudo-sequence DRB5_0101. The binding affinity (normalized) is 0.210. (5) The peptide sequence is AAGDGNIVAVDIKPK. The MHC is HLA-DQA10102-DQB10602 with pseudo-sequence HLA-DQA10102-DQB10602. The binding affinity (normalized) is 0.177. (6) The peptide sequence is AFKVATTAANAAPAN. The MHC is DRB1_0901 with pseudo-sequence DRB1_0901. The binding affinity (normalized) is 0.732. (7) The peptide sequence is GADATAAAAFEQFLA. The MHC is DRB1_0401 with pseudo-sequence DRB1_0401. The binding affinity (normalized) is 0.0398. (8) The MHC is HLA-DPA10201-DPB11401 with pseudo-sequence HLA-DPA10201-DPB11401. The peptide sequence is YEGQRVVFIQPSPVRD. The binding affinity (normalized) is 0.409.